Dataset: Catalyst prediction with 721,799 reactions and 888 catalyst types from USPTO. Task: Predict which catalyst facilitates the given reaction. (1) Reactant: [C:1]([O:5][C:6](=[O:22])[N:7]([CH2:13][C:14]1[CH:19]=[CH:18][C:17](Br)=[C:16]([F:21])[CH:15]=1)[CH2:8][CH2:9][CH:10]([CH3:12])[CH3:11])([CH3:4])([CH3:3])[CH3:2].C(=O)([O-])[O-].[Na+].[Na+].[C:29]([C:31]1[CH:32]=[C:33](B(O)O)[CH:34]=[CH:35][CH:36]=1)#[N:30]. Product: [C:1]([O:5][C:6](=[O:22])[N:7]([CH2:13][C:14]1[CH:19]=[CH:18][C:17]([C:35]2[CH:34]=[CH:33][CH:32]=[C:31]([C:29]#[N:30])[CH:36]=2)=[C:16]([F:21])[CH:15]=1)[CH2:8][CH2:9][CH:10]([CH3:12])[CH3:11])([CH3:4])([CH3:3])[CH3:2]. The catalyst class is: 57. (2) Reactant: Br[C:2]1[CH:3]=[C:4]2[N:10]=[C:9]([C:11]3[CH:16]=[CH:15][CH:14]=[CH:13][C:12]=3[S:17][CH2:18][CH3:19])[N:8]([CH3:20])[C:5]2=[N:6][CH:7]=1.[CH:21]([Zn]C(C)C)([CH3:23])[CH3:22]. Product: [CH2:18]([S:17][C:12]1[CH:13]=[CH:14][CH:15]=[CH:16][C:11]=1[C:9]1[N:8]([CH3:20])[C:5]2=[N:6][CH:7]=[C:2]([CH:21]([CH3:23])[CH3:22])[CH:3]=[C:4]2[N:10]=1)[CH3:19]. The catalyst class is: 1. (3) Reactant: [Na+].[I-:2].Br[CH2:4][CH2:5][CH2:6][CH:7]=[C:8]1[C:24]2[C:23]3[C:18](=[CH:19][C:20]([O:27][CH3:28])=[C:21]([O:25][CH3:26])[CH:22]=3)[C:17](=[O:29])[N:16]([CH3:30])[C:15]=2[C:14]2[CH:13]=[C:12]3[O:31][CH2:32][O:33][C:11]3=[CH:10][C:9]1=2. Product: [I:2][CH2:4][CH2:5][CH2:6][CH:7]=[C:8]1[C:24]2[C:23]3[C:18](=[CH:19][C:20]([O:27][CH3:28])=[C:21]([O:25][CH3:26])[CH:22]=3)[C:17](=[O:29])[N:16]([CH3:30])[C:15]=2[C:14]2[CH:13]=[C:12]3[O:31][CH2:32][O:33][C:11]3=[CH:10][C:9]1=2. The catalyst class is: 21. (4) Reactant: COC[O:4][CH2:5][CH2:6][CH2:7][C:8]1[C:9]([CH:13]([CH3:15])[CH3:14])=[N:10][NH:11][CH:12]=1.Cl[C:17]1[CH:22]=[CH:21][C:20]([N+:23]([O-:25])=[O:24])=[CH:19][N:18]=1.[H-].[Na+].[H][H]. Product: [CH3:14][CH:13]([C:9]1[C:8]([CH2:7][CH2:6][CH2:5][OH:4])=[CH:12][N:11]([C:17]2[CH:22]=[CH:21][C:20]([N+:23]([O-:25])=[O:24])=[CH:19][N:18]=2)[N:10]=1)[CH3:15]. The catalyst class is: 145.